Dataset: Full USPTO retrosynthesis dataset with 1.9M reactions from patents (1976-2016). Task: Predict the reactants needed to synthesize the given product. (1) Given the product [Cl:1][C:2]1[CH:8]=[C:7]([O:9][C:10]2[C:19]3[C:14](=[CH:15][C:16]([O:22][CH3:23])=[C:17]([O:20][CH3:21])[CH:18]=3)[N:13]=[CH:12][CH:11]=2)[CH:6]=[CH:5][C:3]=1[NH:4][C:34]([NH:42][C:43]1[S:44][CH:45]=[C:46]([CH3:48])[N:47]=1)=[O:40], predict the reactants needed to synthesize it. The reactants are: [Cl:1][C:2]1[CH:8]=[C:7]([O:9][C:10]2[C:19]3[C:14](=[CH:15][C:16]([O:22][CH3:23])=[C:17]([O:20][CH3:21])[CH:18]=3)[N:13]=[CH:12][CH:11]=2)[CH:6]=[CH:5][C:3]=1[NH2:4].N1C=CC=CC=1.ClC(Cl)(O[C:34](=[O:40])OC(Cl)(Cl)Cl)Cl.[NH2:42][C:43]1[S:44][CH:45]=[C:46]([CH3:48])[N:47]=1. (2) The reactants are: [Cl:1][C:2]1[CH:3]=[CH:4][C:5]([O:35][CH:36]([F:38])[F:37])=[C:6]([C:8]2[C:12]([NH:13][C:14]([C:16]3[CH:17]=[N:18][N:19]4[CH:24]=[CH:23][CH:22]=[N:21][C:20]=34)=[O:15])=[CH:11][N:10]([CH2:25]/[CH:26]=[CH:27]/[CH2:28][N:29]3[CH2:34][CH2:33]O[CH2:31][CH2:30]3)[N:9]=2)[CH:7]=1.[CH3:39][N:40]1CCNCC1. Given the product [Cl:1][C:2]1[CH:3]=[CH:4][C:5]([O:35][CH:36]([F:38])[F:37])=[C:6]([C:8]2[C:12]([NH:13][C:14]([C:16]3[CH:17]=[N:18][N:19]4[CH:24]=[CH:23][CH:22]=[N:21][C:20]=34)=[O:15])=[CH:11][N:10]([CH2:25]/[CH:26]=[CH:27]/[CH2:28][N:29]3[CH2:30][CH2:31][N:40]([CH3:39])[CH2:33][CH2:34]3)[N:9]=2)[CH:7]=1, predict the reactants needed to synthesize it. (3) Given the product [O:2]=[C:3]1[NH:9][C:8]2[CH:10]=[C:11]([C:14]([O:16][CH3:17])=[O:15])[CH:12]=[CH:13][C:7]=2[CH2:6][NH:5][CH2:4]1.[ClH:1], predict the reactants needed to synthesize it. The reactants are: [ClH:1].[O:2]=[C:3]1[NH:9][C:8]2[CH:10]=[C:11]([C:14]([O:16][CH3:17])=[O:15])[CH:12]=[CH:13][C:7]=2[CH2:6][N:5](C(OC(C)(C)C)=O)[CH2:4]1. (4) The reactants are: Br[C:2]1[C:12]([CH3:13])=[CH:11][C:5]2[O:6][C:7]([F:10])([F:9])[O:8][C:4]=2[CH:3]=1.ClC1C=CC(C(F)(F)F)=CC=1OC1[CH:19]=[CH:20][C:21]([N+:24]([O-])=O)=[N:22][CH:23]=1.P([O-])([O-])([O-])=O.[K+].[K+].[K+].O1CCOC[CH2:44]1.C(#N)C.O. Given the product [F:9][C:7]1([F:10])[O:8][C:4]2[CH:3]=[C:2]([CH3:44])[C:12]([C:13]3[CH:19]=[CH:20][C:21]([NH2:24])=[N:22][CH:23]=3)=[CH:11][C:5]=2[O:6]1, predict the reactants needed to synthesize it.